From a dataset of Forward reaction prediction with 1.9M reactions from USPTO patents (1976-2016). Predict the product of the given reaction. (1) Given the reactants [CH2:1]([N:8]1[C:13](=[O:14])[N:12]([CH3:15])[C:11]2[CH:16]=[CH:17][C:18]([C:20]([OH:22])=O)=[CH:19][C:10]=2[S:9]1(=[O:24])=[O:23])[C:2]1[CH:7]=[CH:6][CH:5]=[CH:4][CH:3]=1.C(Cl)(=O)C(Cl)=O.[CH2:31]([NH2:38])[C:32]1[CH:37]=[CH:36][CH:35]=[CH:34][CH:33]=1.C(N(CC)CC)C, predict the reaction product. The product is: [CH2:31]([NH:38][C:20]([C:18]1[CH:17]=[CH:16][C:11]2[N:12]([CH3:15])[C:13](=[O:14])[N:8]([CH2:1][C:2]3[CH:3]=[CH:4][CH:5]=[CH:6][CH:7]=3)[S:9](=[O:24])(=[O:23])[C:10]=2[CH:19]=1)=[O:22])[C:32]1[CH:37]=[CH:36][CH:35]=[CH:34][CH:33]=1. (2) Given the reactants [C:1]([C:3]1[CH:8]=[CH:7][C:6]([N:9]([CH2:14][C:15]([F:18])([F:17])[F:16])[CH2:10][C:11](O)=[O:12])=[CH:5][C:4]=1[C:19]([F:22])([F:21])[F:20])#[N:2].C1N=CN(C(N2C=NC=C2)=O)C=1.[NH2:35][NH2:36], predict the reaction product. The product is: [C:1]([C:3]1[CH:8]=[CH:7][C:6]([N:9]([CH2:14][C:15]([F:16])([F:17])[F:18])[CH2:10][C:11]([NH:35][NH2:36])=[O:12])=[CH:5][C:4]=1[C:19]([F:20])([F:22])[F:21])#[N:2]. (3) The product is: [NH2:8][C:9]1[C:10]([Cl:18])=[C:11]([CH:14]=[CH:15][C:16]=1[Cl:17])[CH2:12][NH:13][C:3](=[O:4])[C:2]([CH3:7])([F:1])[CH3:6]. Given the reactants [F:1][C:2]([CH3:7])([CH3:6])[C:3](O)=[O:4].[NH2:8][C:9]1[C:10]([Cl:18])=[C:11]([CH:14]=[CH:15][C:16]=1[Cl:17])[CH2:12][NH2:13].CN(C(ON1N=NC2C=CC=CC1=2)=[N+](C)C)C.[B-](F)(F)(F)F, predict the reaction product. (4) Given the reactants [NH2:1][CH2:2][CH2:3][N:4]([S:48]([CH3:51])(=[O:50])=[O:49])[C:5]1[CH:10]=[CH:9][CH:8]=[CH:7][C:6]=1[CH:11]1[CH2:16][CH2:15][N:14]([C:17](=[O:47])[C@H:18]([NH:27][C:28]([C@@H:30]2[CH2:39][C:38]3[C:33](=[CH:34][CH:35]=[CH:36][CH:37]=3)[CH2:32][N:31]2C(OC(C)(C)C)=O)=[O:29])[CH2:19][C:20]2[CH:25]=[CH:24][C:23]([Cl:26])=[CH:22][CH:21]=2)[CH2:13][CH2:12]1.C(O)(C(F)(F)F)=O, predict the reaction product. The product is: [NH2:1][CH2:2][CH2:3][N:4]([S:48]([CH3:51])(=[O:49])=[O:50])[C:5]1[CH:10]=[CH:9][CH:8]=[CH:7][C:6]=1[CH:11]1[CH2:12][CH2:13][N:14]([C:17](=[O:47])[C@H:18]([NH:27][C:28]([C@@H:30]2[CH2:39][C:38]3[C:33](=[CH:34][CH:35]=[CH:36][CH:37]=3)[CH2:32][NH:31]2)=[O:29])[CH2:19][C:20]2[CH:25]=[CH:24][C:23]([Cl:26])=[CH:22][CH:21]=2)[CH2:15][CH2:16]1. (5) Given the reactants [CH2:1]([C@@:5]1([CH2:31][CH3:32])[NH:11][C@H:10]([C:12]2[CH:17]=[CH:16][CH:15]=[CH:14][CH:13]=2)[C:9]2[CH:18]=[C:19]([O:27][CH3:28])[C:20]([CH2:22][CH2:23][C:24](O)=[O:25])=[CH:21][C:8]=2[S:7](=[O:30])(=[O:29])[CH2:6]1)[CH2:2][CH2:3][CH3:4], predict the reaction product. The product is: [CH2:1]([C@@:5]1([CH2:31][CH3:32])[NH:11][C@H:10]([C:12]2[CH:13]=[CH:14][CH:15]=[CH:16][CH:17]=2)[C:9]2[CH:18]=[C:19]([O:27][CH3:28])[C:20]([CH2:22][CH2:23][CH2:24][OH:25])=[CH:21][C:8]=2[S:7](=[O:29])(=[O:30])[CH2:6]1)[CH2:2][CH2:3][CH3:4].